From a dataset of Catalyst prediction with 721,799 reactions and 888 catalyst types from USPTO. Predict which catalyst facilitates the given reaction. (1) Product: [Cl:1][C:2]1[CH:11]=[C:10]([C:12]([NH:14][CH2:15][C:16]2[CH:24]=[CH:23][CH:22]=[C:21]3[C:17]=2[CH:18]=[N:19][N:20]3[CH:25]2[CH2:30][CH2:29][CH2:28][CH2:27][O:26]2)=[O:13])[CH:9]=[CH:8][C:3]=1[C:4]([OH:6])=[O:5]. The catalyst class is: 5. Reactant: [Cl:1][C:2]1[CH:11]=[C:10]([C:12]([NH:14][CH2:15][C:16]2[CH:24]=[CH:23][CH:22]=[C:21]3[C:17]=2[CH:18]=[N:19][N:20]3[CH:25]2[CH2:30][CH2:29][CH2:28][CH2:27][O:26]2)=[O:13])[CH:9]=[CH:8][C:3]=1[C:4]([O:6]C)=[O:5].[OH-].[Na+]. (2) Reactant: Cl.[C:2](=[NH:9])([O:6][CH2:7][CH3:8])[CH2:3][CH2:4][CH3:5].C(N(CC)CC)C.[C:17](Cl)(=[O:24])[C:18]1[CH:23]=[CH:22][CH:21]=[CH:20][CH:19]=1. Product: [CH2:7]([O:6][C:2](=[N:9][C:17](=[O:24])[C:18]1[CH:23]=[CH:22][CH:21]=[CH:20][CH:19]=1)[CH2:3][CH2:4][CH3:5])[CH3:8]. The catalyst class is: 11. (3) Reactant: [N:1]1[CH:6]=[CH:5][C:4]([CH2:7][CH2:8][CH2:9][OH:10])=[CH:3][CH:2]=1.[H][H]. Product: [NH:1]1[CH2:6][CH2:5][CH:4]([CH2:7][CH2:8][CH2:9][OH:10])[CH2:3][CH2:2]1. The catalyst class is: 285. (4) Reactant: N(C(OC(C)C)=O)=NC(OC(C)C)=O.[Br:15][C:16]1[CH:17]=[C:18]([OH:23])[CH:19]=[CH:20][C:21]=1[F:22].[O:24]1[CH2:28][CH2:27][CH2:26][C@H:25]1[CH2:29]O.C1(P(C2C=CC=CC=2)C2C=CC=CC=2)C=CC=CC=1. Product: [Br:15][C:16]1[CH:17]=[C:18]([CH:19]=[CH:20][C:21]=1[F:22])[O:23][CH2:29][C@@H:25]1[CH2:26][CH2:27][CH2:28][O:24]1. The catalyst class is: 1. (5) Reactant: Br[CH2:2][C:3]1[CH:4]=[C:5]([S:10]([C:13]2[CH:14]=[C:15]([C:19]3[CH:24]=[CH:23][C:22]([C:25]([F:28])([F:27])[F:26])=[CH:21][CH:20]=3)[CH:16]=[CH:17][CH:18]=2)(=[O:12])=[O:11])[CH:6]=[C:7]([CH3:9])[CH:8]=1.[C-:29]#[N:30].[Na+]. Product: [CH3:9][C:7]1[CH:8]=[C:3]([CH2:2][C:29]#[N:30])[CH:4]=[C:5]([S:10]([C:13]2[CH:14]=[C:15]([C:19]3[CH:24]=[CH:23][C:22]([C:25]([F:28])([F:27])[F:26])=[CH:21][CH:20]=3)[CH:16]=[CH:17][CH:18]=2)(=[O:12])=[O:11])[CH:6]=1. The catalyst class is: 40. (6) Reactant: [Cl:1][C:2]1[C:7]([Cl:8])=[CH:6][CH:5]=[CH:4][C:3]=1[C:9]1([OH:22])[CH2:14][CH2:13][N:12](C(OC(C)(C)C)=O)[CH2:11][CH2:10]1.FC(F)(F)C(O)=O. Product: [Cl:1][C:2]1[C:7]([Cl:8])=[CH:6][CH:5]=[CH:4][C:3]=1[C:9]1([OH:22])[CH2:14][CH2:13][NH:12][CH2:11][CH2:10]1. The catalyst class is: 2. (7) Reactant: [O:1]1[C:5]([C:6]([Cl:8])=[O:7])=[CH:4][CH:3]=[N:2]1.[NH2:9][C:10]1[C:19]2[C:14](=[CH:15][C:16]([O:22][CH3:23])=[C:17]([O:20][CH3:21])[CH:18]=2)[N:13]=[C:12]([N:24]2[CH2:29][CH2:28][NH:27][CH2:26][CH2:25]2)[N:11]=1. Product: [ClH:8].[NH2:9][C:10]1[C:19]2[C:14](=[CH:15][C:16]([O:22][CH3:23])=[C:17]([O:20][CH3:21])[CH:18]=2)[N:13]=[C:12]([N:24]2[CH2:29][CH2:28][N:27]([C:6]([C:5]3[O:1][N:2]=[CH:3][CH:4]=3)=[O:7])[CH2:26][CH2:25]2)[N:11]=1. The catalyst class is: 12. (8) Product: [CH2:13]([C:12]1[CH:11]=[C:10]2[C:6](=[CH:5][C:4]=1[CH2:1][CH3:2])[CH2:7][CH:8]([NH:15][C:16](=[O:21])[C:17]([F:19])([F:18])[F:20])[CH2:9]2)[CH3:14]. The catalyst class is: 15. Reactant: [C:1]([C:4]1[CH:5]=[C:6]2[C:10](=[CH:11][C:12]=1[CH2:13][CH3:14])[CH2:9][CH:8]([NH:15][C:16](=[O:21])[C:17]([F:20])([F:19])[F:18])[CH2:7]2)(=O)[CH3:2].[H][H]. (9) Reactant: [CH2:1]([O:5][C:6]1[CH:7]=[C:8]([CH3:14])[C:9]([CH:12]=[O:13])=[N:10][CH:11]=1)[C:2]#[C:3][CH3:4].CC(C)=[O:17].S(=O)(=O)(O)N.Cl([O-])=O.[Na+]. Product: [CH2:1]([O:5][C:6]1[CH:7]=[C:8]([CH3:14])[C:9]([C:12]([OH:17])=[O:13])=[N:10][CH:11]=1)[C:2]#[C:3][CH3:4]. The catalyst class is: 6. (10) The catalyst class is: 7. Reactant: [Cl:1][CH2:2][CH2:3][CH2:4][CH:5]([C:9]1[CH:14]=[CH:13][CH:12]=[CH:11][C:10]=1[C:15]([F:18])([F:17])[F:16])[C:6](O)=[O:7].CN(C)C=O.C(Cl)(=O)C([Cl:27])=O. Product: [Cl:1][CH2:2][CH2:3][CH2:4][CH:5]([C:9]1[CH:14]=[CH:13][CH:12]=[CH:11][C:10]=1[C:15]([F:18])([F:17])[F:16])[C:6]([Cl:27])=[O:7].